This data is from NCI-60 drug combinations with 297,098 pairs across 59 cell lines. The task is: Regression. Given two drug SMILES strings and cell line genomic features, predict the synergy score measuring deviation from expected non-interaction effect. (1) Drug 1: C1=NC(=NC(=O)N1C2C(C(C(O2)CO)O)O)N. Drug 2: CC1=C(C(=CC=C1)Cl)NC(=O)C2=CN=C(S2)NC3=CC(=NC(=N3)C)N4CCN(CC4)CCO. Cell line: ACHN. Synergy scores: CSS=33.3, Synergy_ZIP=-7.06, Synergy_Bliss=-0.203, Synergy_Loewe=-3.18, Synergy_HSA=-0.151. (2) Drug 1: CC(CN1CC(=O)NC(=O)C1)N2CC(=O)NC(=O)C2. Drug 2: COC1=C2C(=CC3=C1OC=C3)C=CC(=O)O2. Cell line: SNB-19. Synergy scores: CSS=15.5, Synergy_ZIP=0.222, Synergy_Bliss=3.36, Synergy_Loewe=1.92, Synergy_HSA=1.99. (3) Drug 1: CCC1(CC2CC(C3=C(CCN(C2)C1)C4=CC=CC=C4N3)(C5=C(C=C6C(=C5)C78CCN9C7C(C=CC9)(C(C(C8N6C)(C(=O)OC)O)OC(=O)C)CC)OC)C(=O)OC)O.OS(=O)(=O)O. Drug 2: CN(CC1=CN=C2C(=N1)C(=NC(=N2)N)N)C3=CC=C(C=C3)C(=O)NC(CCC(=O)O)C(=O)O. Cell line: SF-539. Synergy scores: CSS=18.5, Synergy_ZIP=1.11, Synergy_Bliss=4.39, Synergy_Loewe=-9.48, Synergy_HSA=-0.622. (4) Drug 1: CC1=C(C=C(C=C1)NC(=O)C2=CC=C(C=C2)CN3CCN(CC3)C)NC4=NC=CC(=N4)C5=CN=CC=C5. Drug 2: CS(=O)(=O)CCNCC1=CC=C(O1)C2=CC3=C(C=C2)N=CN=C3NC4=CC(=C(C=C4)OCC5=CC(=CC=C5)F)Cl. Cell line: SR. Synergy scores: CSS=8.43, Synergy_ZIP=6.44, Synergy_Bliss=12.3, Synergy_Loewe=3.14, Synergy_HSA=3.98. (5) Drug 1: CC1=C2C(C(=O)C3(C(CC4C(C3C(C(C2(C)C)(CC1OC(=O)C(C(C5=CC=CC=C5)NC(=O)OC(C)(C)C)O)O)OC(=O)C6=CC=CC=C6)(CO4)OC(=O)C)O)C)O. Drug 2: COCCOC1=C(C=C2C(=C1)C(=NC=N2)NC3=CC=CC(=C3)C#C)OCCOC.Cl. Cell line: SF-539. Synergy scores: CSS=25.1, Synergy_ZIP=5.50, Synergy_Bliss=3.56, Synergy_Loewe=1.93, Synergy_HSA=6.92. (6) Drug 1: CCCCCOC(=O)NC1=NC(=O)N(C=C1F)C2C(C(C(O2)C)O)O. Drug 2: C1=CC=C(C(=C1)C(C2=CC=C(C=C2)Cl)C(Cl)Cl)Cl. Cell line: HOP-92. Synergy scores: CSS=-3.04, Synergy_ZIP=0.975, Synergy_Bliss=4.41, Synergy_Loewe=-0.0599, Synergy_HSA=0.997. (7) Drug 1: COC1=C(C=C2C(=C1)N=CN=C2NC3=CC(=C(C=C3)F)Cl)OCCCN4CCOCC4. Drug 2: C1CN(P(=O)(OC1)NCCCl)CCCl. Cell line: HS 578T. Synergy scores: CSS=10.3, Synergy_ZIP=-2.23, Synergy_Bliss=1.74, Synergy_Loewe=-10.4, Synergy_HSA=1.22. (8) Drug 1: C1=NC2=C(N1)C(=S)N=C(N2)N. Drug 2: CCN(CC)CCCC(C)NC1=C2C=C(C=CC2=NC3=C1C=CC(=C3)Cl)OC. Cell line: SNB-75. Synergy scores: CSS=17.8, Synergy_ZIP=-6.44, Synergy_Bliss=-2.05, Synergy_Loewe=-10.2, Synergy_HSA=-0.759.